From a dataset of Full USPTO retrosynthesis dataset with 1.9M reactions from patents (1976-2016). Predict the reactants needed to synthesize the given product. (1) Given the product [CH3:19][C:6]1[CH:5]=[C:4]([S:20]([CH2:23][P:24](=[O:31])([O:28][CH2:29][CH3:30])[O:25][CH2:26][CH3:27])(=[O:22])=[O:21])[CH:3]=[C:2]([CH3:1])[C:7]=1[OH:8], predict the reactants needed to synthesize it. The reactants are: [CH3:1][C:2]1[CH:3]=[C:4]([S:20]([CH2:23][P:24](=[O:31])([O:28][CH2:29][CH3:30])[O:25][CH2:26][CH3:27])(=[O:22])=[O:21])[CH:5]=[C:6]([CH3:19])[C:7]=1[O:8][Si](C(C)C)(C(C)C)C(C)C.CCCC[N+](CCCC)(CCCC)CCCC.[F-]. (2) Given the product [Si:12]([O:5][CH2:4][C:3]#[C:2][CH2:1][OH:6])([C:15]([CH3:18])([CH3:17])[CH3:16])([CH3:14])[CH3:13], predict the reactants needed to synthesize it. The reactants are: [CH2:1]([OH:6])[C:2]#[C:3][CH2:4][OH:5].N1C=CN=C1.[Si:12](Cl)([C:15]([CH3:18])([CH3:17])[CH3:16])([CH3:14])[CH3:13].CCOCC.